This data is from Full USPTO retrosynthesis dataset with 1.9M reactions from patents (1976-2016). The task is: Predict the reactants needed to synthesize the given product. Given the product [NH:1]1[C:9]2[C:4](=[CH:5][CH:6]=[C:7](/[CH:10]=[CH:11]/[C:12](=[O:17])[CH2:13][C:14](=[O:16])/[CH:15]=[CH:24]/[C:23]3[CH:26]=[CH:27][C:28]([CH2:30][N:31]4[CH2:36][CH2:35][N:34]([CH3:37])[CH2:33][CH2:32]4)=[CH:29][C:22]=3[O:21][CH3:20])[CH:8]=2)[CH:3]=[CH:2]1, predict the reactants needed to synthesize it. The reactants are: [NH:1]1[C:9]2[C:4](=[CH:5][CH:6]=[C:7](/[CH:10]=[CH:11]/[C:12](=[O:17])[CH2:13][C:14](=[O:16])[CH3:15])[CH:8]=2)[CH:3]=[CH:2]1.[B]=O.[CH3:20][O:21][C:22]1[CH:29]=[C:28]([CH2:30][N:31]2[CH2:36][CH2:35][N:34]([CH3:37])[CH2:33][CH2:32]2)[CH:27]=[CH:26][C:23]=1[CH:24]=O.N1CCCCC1.C([O-])([O-])=O.[K+].[K+].